Dataset: Forward reaction prediction with 1.9M reactions from USPTO patents (1976-2016). Task: Predict the product of the given reaction. (1) The product is: [CH2:1]1[C:13]2[C:14]3[N:5]([CH2:6][CH2:7][NH:8][C:9]=3[CH:10]=[CH:11][CH:12]=2)[CH2:4][CH2:3][NH:2]1. Given the reactants [CH2:1]1[C:13]2[C:14]3[N:5]([CH2:6][CH:7](C(OC(C)(C)C)=O)[NH:8][C:9]=3[CH:10]=[CH:11][CH:12]=2)[CH2:4][CH2:3][NH:2]1.FC(F)(F)C(O)=O, predict the reaction product. (2) Given the reactants [CH3:1][N:2]([CH3:31])[S:3]([N:6]1[C:10]([CH:11]([C:13]2[CH:22]=[CH:21][C:16]3[O:17][CH2:18][CH2:19][O:20][C:15]=3[CH:14]=2)[OH:12])=[C:9]([CH3:23])[N:8]=[C:7]1[Si](C(C)(C)C)(C)C)(=[O:5])=[O:4].[F-].C([N+](CCCC)(CCCC)CCCC)CCC, predict the reaction product. The product is: [CH3:1][N:2]([CH3:31])[S:3]([N:6]1[C:10]([CH:11]([C:13]2[CH:22]=[CH:21][C:16]3[O:17][CH2:18][CH2:19][O:20][C:15]=3[CH:14]=2)[OH:12])=[C:9]([CH3:23])[N:8]=[CH:7]1)(=[O:4])=[O:5].